From a dataset of Reaction yield outcomes from USPTO patents with 853,638 reactions. Predict the reaction yield, written as a fraction of the theoretical maximum amount of product (1.0 means a 100% yield; for example, 0.34 means a 34% yield). (1) The reactants are [CH2:1]([C:3]1[S:21][C:6]2[NH:7][C:8](=[O:20])[N:9]([C:12]3[N:13]=[N:14][C:15]([O:18][CH3:19])=[CH:16][CH:17]=3)[C:10](=[O:11])[C:5]=2[CH:4]=1)[CH3:2].Br[CH2:23][C:24]1[CH:29]=[CH:28][C:27]([C:30]2[CH:35]=[CH:34][CH:33]=[CH:32][C:31]=2[C:36]2[N:40]=[C:39](C(Cl)(Cl)Cl)[O:38][N:37]=2)=[CH:26][CH:25]=1.C(=O)([O-])[O-:46].[K+].[K+].CN(C)C=O. The catalyst is C(OCC)(=O)C. The product is [CH2:1]([C:3]1[S:21][C:6]2[N:7]([CH2:23][C:24]3[CH:29]=[CH:28][C:27]([C:30]4[CH:35]=[CH:34][CH:33]=[CH:32][C:31]=4[C:36]4[NH:40][C:39](=[O:46])[O:38][N:37]=4)=[CH:26][CH:25]=3)[C:8](=[O:20])[N:9]([C:12]3[N:13]=[N:14][C:15]([O:18][CH3:19])=[CH:16][CH:17]=3)[C:10](=[O:11])[C:5]=2[CH:4]=1)[CH3:2]. The yield is 0.300. (2) The reactants are [CH3:1][O:2][C:3]([C:5]1([C:11]#[C:12]Cl)[CH2:10][CH2:9][O:8][CH2:7][CH2:6]1)=[O:4].C(O)(=O)C. The catalyst is O1CCCC1.[Cu]. The product is [CH3:1][O:2][C:3]([C:5]1([C:11]#[CH:12])[CH2:6][CH2:7][O:8][CH2:9][CH2:10]1)=[O:4]. The yield is 1.00. (3) The reactants are [CH3:1][O:2][C:3]1[CH:15]=[C:14]([N+:16]([O-])=O)[CH:13]=[CH:12][C:4]=1[C:5]([O:7][C:8]([CH3:11])([CH3:10])[CH3:9])=[O:6]. The catalyst is CO.[Pd]. The product is [NH2:16][C:14]1[CH:13]=[CH:12][C:4]([C:5]([O:7][C:8]([CH3:10])([CH3:11])[CH3:9])=[O:6])=[C:3]([O:2][CH3:1])[CH:15]=1. The yield is 0.920. (4) The reactants are [CH2:1]([N:8]1[C:17]2[C:12](=[C:13]([N:19]3[CH2:24][CH2:23][NH:22][CH2:21][CH2:20]3)[CH:14]=[C:15]([Cl:18])[CH:16]=2)[C:11](=[O:25])[N:10]([CH2:26][C:27]2[CH:32]=[CH:31][CH:30]=[CH:29][C:28]=2[N+:33]([O-])=O)[C:9]1=[O:36])[C:2]1[CH:7]=[CH:6][CH:5]=[CH:4][CH:3]=1.C. The catalyst is C(O)C.[Pd]. The product is [NH2:33][C:28]1[CH:29]=[CH:30][CH:31]=[CH:32][C:27]=1[CH2:26][N:10]1[C:11](=[O:25])[C:12]2[C:17](=[CH:16][C:15]([Cl:18])=[CH:14][C:13]=2[N:19]2[CH2:20][CH2:21][NH:22][CH2:23][CH2:24]2)[N:8]([CH2:1][C:2]2[CH:7]=[CH:6][CH:5]=[CH:4][CH:3]=2)[C:9]1=[O:36]. The yield is 0.300. (5) The reactants are [CH3:1][O:2][C:3]1[CH:8]=[CH:7][C:6]([C@:9]23[N:33]([C:34]([C:36]4[C:37]([CH3:41])=[N:38][O:39][CH:40]=4)=[O:35])[CH2:32][CH2:31][N:10]2[C:11](=[O:30])[C:12]2[N:13]([C:15]4[N:20]=[C:19]([CH3:21])[N:18](COCC[Si](C)(C)C)[C:16]=4[CH:17]=2)[CH2:14]3)=[CH:5][CH:4]=1.COC1C=CC([C@]23N(C(C4C(C)=NOC=4)=O)CCN2C(=O)C2N(C4N(COCC[Si](C)(C)C)C=NC=4C=2)C3)=CC=1.FC(F)(F)C(O)=O. The catalyst is ClCCl. The product is [CH3:1][O:2][C:3]1[CH:4]=[CH:5][C:6]([C:9]23[N:33]([C:34]([C:36]4[C:37]([CH3:41])=[N:38][O:39][CH:40]=4)=[O:35])[CH2:32][CH2:31][N:10]2[C:11](=[O:30])[C:12]2[N:13]([C:15]4[NH:20][C:19]([CH3:21])=[N:18][C:16]=4[CH:17]=2)[CH2:14]3)=[CH:7][CH:8]=1. The yield is 0.400.